Dataset: hERG Central: cardiac toxicity at 1µM, 10µM, and general inhibition. Task: Predict hERG channel inhibition at various concentrations. (1) The compound is CCOc1ccc(-c2c[n+]3c(n2-c2ccccc2)CCCCC3)cc1.[Br-]. Results: hERG_inhib (hERG inhibition (general)): blocker. (2) The molecule is COc1ccc(OC)c(CN2CCC(Cc3ccccc3)CC2)c1.O=C(O)C(=O)O. Results: hERG_inhib (hERG inhibition (general)): blocker. (3) The compound is CN=C1c2cc3cc(OC)ccc3n2CCN1C.Cl. Results: hERG_inhib (hERG inhibition (general)): blocker. (4) The compound is O=C(/C=C/c1ccc(F)cc1)NCC1(c2ccccc2)CCOCC1. Results: hERG_inhib (hERG inhibition (general)): blocker. (5) Results: hERG_inhib (hERG inhibition (general)): blocker. The molecule is Cl.Fc1ccc(C(OCCN2CCN(CCCc3ccccc3)CC2)c2ccc(F)cc2)cc1.